From a dataset of Catalyst prediction with 721,799 reactions and 888 catalyst types from USPTO. Predict which catalyst facilitates the given reaction. (1) Reactant: C1(P(C2C=CC=CC=2)C2C=CC=CC=2)C=CC=CC=1.II.C(N(CC)CC)C.[CH2:29]([O:36][C:37](=[O:49])[NH:38][CH2:39][CH2:40][C:41](=[O:48])[NH:42][CH2:43][C:44](=O)[CH2:45][CH3:46])[C:30]1[CH:35]=[CH:34][CH:33]=[CH:32][CH:31]=1. Product: [CH2:29]([O:36][C:37](=[O:49])[NH:38][CH2:39][CH2:40][C:41]1[O:48][C:44]([CH2:45][CH3:46])=[CH:43][N:42]=1)[C:30]1[CH:35]=[CH:34][CH:33]=[CH:32][CH:31]=1. The catalyst class is: 4. (2) Reactant: CN(C=O)C.[Cl:6][C:7]1[CH:8]=[C:9](/[CH:30]=[CH:31]/[C:32]([N:34]2[CH2:39][CH2:38][NH:37][CH2:36][CH2:35]2)=[O:33])[CH:10]=[C:11]([CH3:29])[C:12]=1[O:13][C:14]1[CH:19]=[CH:18][C:17]([O:20][CH2:21][C:22]2[CH:27]=[CH:26][CH:25]=[CH:24][C:23]=2[Cl:28])=[CH:16][N:15]=1.[CH:40]([C:42]1[CH:49]=[CH:48][C:45]([CH2:46]Cl)=[CH:44][CH:43]=1)=[CH2:41].C([O-])([O-])=O.[K+].[K+]. Product: [Cl:6][C:7]1[CH:8]=[C:9](/[CH:30]=[CH:31]/[C:32]([N:34]2[CH2:39][CH2:38][N:37]([CH2:46][C:45]3[CH:48]=[CH:49][C:42]([CH:40]=[CH2:41])=[CH:43][CH:44]=3)[CH2:36][CH2:35]2)=[O:33])[CH:10]=[C:11]([CH3:29])[C:12]=1[O:13][C:14]1[CH:19]=[CH:18][C:17]([O:20][CH2:21][C:22]2[CH:27]=[CH:26][CH:25]=[CH:24][C:23]=2[Cl:28])=[CH:16][N:15]=1. The catalyst class is: 6.